Dataset: Forward reaction prediction with 1.9M reactions from USPTO patents (1976-2016). Task: Predict the product of the given reaction. The product is: [CH3:1][C:2]1[CH:7]=[CH:6][CH:5]=[CH:4][C:3]=1[C:8]1[O:12][N:11]=[CH:10][C:9]=1[C:13]([N:39]1[CH2:44][CH2:43][CH2:42][CH:41]([C:45]([OH:48])([CH3:47])[CH3:46])[CH2:40]1)=[O:15]. Given the reactants [CH3:1][C:2]1[CH:7]=[CH:6][CH:5]=[CH:4][C:3]=1[C:8]1[O:12][N:11]=[CH:10][C:9]=1[C:13]([OH:15])=O.CN(C(ON1N=NC2C=CC=CC1=2)=[N+](C)C)C.[B-](F)(F)(F)F.Cl.[NH:39]1[CH2:44][CH2:43][CH2:42][CH:41]([C:45]([OH:48])([CH3:47])[CH3:46])[CH2:40]1.C(N(CC)CC)C, predict the reaction product.